The task is: Predict the reactants needed to synthesize the given product.. This data is from Full USPTO retrosynthesis dataset with 1.9M reactions from patents (1976-2016). (1) Given the product [CH3:9][S:10]([N:13]1[CH2:17][CH2:16][CH2:15][CH:14]1[CH:18]1[CH2:2][O:19]1)(=[O:12])=[O:11], predict the reactants needed to synthesize it. The reactants are: [I-].[CH3:2][S+](C)(C)=O.[H-].[Na+].[CH3:9][S:10]([N:13]1[CH2:17][CH2:16][CH2:15][CH:14]1[CH:18]=[O:19])(=[O:12])=[O:11].[Cl-].[Na+]. (2) Given the product [Cl:38][C:35]1[CH:36]=[CH:37][C:32]([CH:30]([C:39]2[CH:40]=[CH:41][C:42]([Cl:45])=[CH:43][CH:44]=2)[C:11]2[CH:12]=[C:13]3[C:8](=[C:9]([NH:46][CH2:47][CH2:48][O:49][CH3:50])[CH:10]=2)[NH:7][C:6](=[O:5])[CH:15]=[C:14]3[NH:16][CH:17]2[CH2:22][CH2:21][N:20]([S:23]([C:26]([F:29])([F:27])[F:28])(=[O:25])=[O:24])[CH2:19][CH2:18]2)=[CH:33][CH:34]=1, predict the reactants needed to synthesize it. The reactants are: C([O:5][C:6]1[CH:15]=[C:14]([NH:16][CH:17]2[CH2:22][CH2:21][N:20]([S:23]([C:26]([F:29])([F:28])[F:27])(=[O:25])=[O:24])[CH2:19][CH2:18]2)[C:13]2[C:8](=[C:9]([NH:46][CH2:47][CH2:48][O:49][CH3:50])[CH:10]=[C:11]([C:30]([C:39]3[CH:44]=[CH:43][C:42]([Cl:45])=[CH:41][CH:40]=3)([C:32]3[CH:37]=[CH:36][C:35]([Cl:38])=[CH:34][CH:33]=3)O)[CH:12]=2)[N:7]=1)(C)(C)C.C([SiH](CC)CC)C.C(O)(C(F)(F)F)=O. (3) Given the product [C:26]12([C:36]3[C:37](=[O:49])[N:38]([CH3:1])[N:39]([C:42]4[CH:43]=[CH:44][C:45]([F:48])=[CH:46][CH:47]=4)[C:40]=3[CH3:41])[CH2:33][CH:32]3[CH2:34][CH:28]([CH2:29][CH:30]([CH2:31]3)[CH2:35]1)[CH2:27]2, predict the reactants needed to synthesize it. The reactants are: [C:1]12(C3C(=O)NN(C4C=CC=CN=4)C=3C)CC3CC(CC(C3)C1)C2.IC.[C:26]12([C:36]3[C:37](=[O:49])[NH:38][N:39]([C:42]4[CH:47]=[CH:46][C:45]([F:48])=[CH:44][CH:43]=4)[C:40]=3[CH3:41])[CH2:35][CH:30]3[CH2:31][CH:32]([CH2:34][CH:28]([CH2:29]3)[CH2:27]1)[CH2:33]2. (4) Given the product [Cl:2][C:3]1[CH:4]=[CH:5][C:6]2[NH:12][C:11]3[CH:13]=[CH:14][CH:15]=[CH:16][C:10]=3[C:9]([N:17]3[CH2:18][CH2:19][N:20]([C:23]([C:25]4[CH2:30][CH:29]=[CH:28][N:27]([CH3:31])[CH:26]=4)=[O:24])[CH2:21][CH2:22]3)=[N:8][C:7]=2[CH:32]=1, predict the reactants needed to synthesize it. The reactants are: [I-].[Cl:2][C:3]1[CH:4]=[CH:5][C:6]2[NH:12][C:11]3[CH:13]=[CH:14][CH:15]=[CH:16][C:10]=3[C:9]([N:17]3[CH2:22][CH2:21][N:20]([C:23]([C:25]4[CH2:26][N:27]([CH3:31])[CH:28]=[CH:29][CH:30]=4)=[O:24])[CH2:19][CH2:18]3)=[N:8][C:7]=2[CH:32]=1.C(=O)(O)[O-].[Na+].S(S([O-])=O)([O-])=O.[Na+].[Na+].